Dataset: Forward reaction prediction with 1.9M reactions from USPTO patents (1976-2016). Task: Predict the product of the given reaction. Given the reactants [CH2:1]([N:3]1[CH2:8][CH:7]([OH:9])[C:6]2[S:10][C:11]([CH3:13])=[CH:12][C:5]=2[CH2:4]1)[CH3:2].[C:14]([C:16]1[C:25]2[C:20](=[CH:21][CH:22]=[CH:23][CH:24]=2)[C:19](F)=[CH:18][CH:17]=1)#[N:15], predict the reaction product. The product is: [C:14]([C:16]1[C:25]2[C:20](=[CH:21][CH:22]=[CH:23][CH:24]=2)[C:19]([O:9][CH:7]2[CH2:8][N:3]([CH2:1][CH3:2])[CH2:4][C:5]3[CH:12]=[C:11]([CH3:13])[S:10][C:6]2=3)=[CH:18][CH:17]=1)#[N:15].